Dataset: Forward reaction prediction with 1.9M reactions from USPTO patents (1976-2016). Task: Predict the product of the given reaction. (1) Given the reactants [Br:1][C:2]1[CH:3]=[C:4]([CH:7]=[C:8](/[CH:11]=[CH:12]/[CH2:13][O:14][CH3:15])[C:9]=1[CH3:10])[CH:5]=O.[CH:16]1([NH2:19])[CH2:18][CH2:17]1.[O-]S([O-])(=O)=O.[Mg+2].[BH4-].[Na+], predict the reaction product. The product is: [Br:1][C:2]1[CH:3]=[C:4]([CH:7]=[C:8](/[CH:11]=[CH:12]/[CH2:13][O:14][CH3:15])[C:9]=1[CH3:10])[CH2:5][NH:19][CH:16]1[CH2:18][CH2:17]1. (2) Given the reactants C(O[C:4]([C:6]1[N:11]=[C:10]([CH2:12][CH:13]([CH3:15])[CH3:14])[C:9]2[N:16]=[C:17]([C:19]3[CH:24]=[CH:23][CH:22]=[CH:21][CH:20]=3)[S:18][C:8]=2[C:7]=1[OH:25])=[O:5])C.[NH2:26][CH2:27][C:28]([OH:30])=[O:29], predict the reaction product. The product is: [OH:25][C:7]1[C:8]2[S:18][C:17]([C:19]3[CH:24]=[CH:23][CH:22]=[CH:21][CH:20]=3)=[N:16][C:9]=2[C:10]([CH2:12][CH:13]([CH3:15])[CH3:14])=[N:11][C:6]=1[C:4]([NH:26][CH2:27][C:28]([OH:30])=[O:29])=[O:5]. (3) Given the reactants [I:1][C:2]1[C:10]2[O:9][CH:8]=[CH:7][C:6]=2[CH:5]=[C:4]([N+:11]([O-])=O)[CH:3]=1.CO.O1CCOCC1.[Cl-].[NH4+], predict the reaction product. The product is: [I:1][C:2]1[C:10]2[O:9][CH:8]=[CH:7][C:6]=2[CH:5]=[C:4]([NH2:11])[CH:3]=1.